Task: Predict the reactants needed to synthesize the given product.. Dataset: Full USPTO retrosynthesis dataset with 1.9M reactions from patents (1976-2016) Given the product [NH2:10][C:9]1[C:4]2[N:5]([CH:36]=[C:2]([C:42]#[N:43])[N:3]=2)[CH2:6][C@:7]([C:19]2[CH:24]=[C:23]([NH:25][C:26]([C:28]3[CH:33]=[CH:32][C:31]([F:34])=[CH:30][N:29]=3)=[O:27])[CH:22]=[CH:21][C:20]=2[F:35])([CH3:18])[N:8]=1, predict the reactants needed to synthesize it. The reactants are: Br[C:2]1[N:3]=[C:4]2[C:9]([NH:10]C(=O)OC(C)(C)C)=[N:8][C@@:7]([C:19]3[CH:24]=[C:23]([NH:25][C:26]([C:28]4[CH:33]=[CH:32][C:31]([F:34])=[CH:30][N:29]=4)=[O:27])[CH:22]=[CH:21][C:20]=3[F:35])([CH3:18])[CH2:6][N:5]2[CH:36]=1.[C-]#N.[Na+].[I-].[K+].[CH3:42][NH:43]CCNC.